This data is from Reaction yield outcomes from USPTO patents with 853,638 reactions. The task is: Predict the reaction yield, written as a fraction of the theoretical maximum amount of product (1.0 means a 100% yield; for example, 0.34 means a 34% yield). (1) The reactants are Cl.[Br:2][C:3]1[C:4](Cl)=[N:5][CH:6]=[N:7][CH:8]=1.C(N(CC)CC)C.[NH:17]1[CH2:25][CH2:24][CH:20]([C:21]([NH2:23])=[O:22])[CH2:19][CH2:18]1.C(=O)([O-])O.[Na+]. The catalyst is CN(C=O)C. The product is [Br:2][C:3]1[C:4]([N:17]2[CH2:25][CH2:24][CH:20]([C:21]([NH2:23])=[O:22])[CH2:19][CH2:18]2)=[N:5][CH:6]=[N:7][CH:8]=1. The yield is 0.580. (2) The reactants are [CH3:1][S:2][C:3]1[N:8]=[C:7]([OH:9])[CH:6]=[C:5]([OH:10])[N:4]=1.[N+:11]([O-])([OH:13])=[O:12]. The catalyst is C(O)(=O)C. The product is [CH3:1][S:2][C:3]1[N:8]=[C:7]([OH:9])[C:6]([N+:11]([O-:13])=[O:12])=[C:5]([OH:10])[N:4]=1. The yield is 0.490. (3) The reactants are C[O:2][C:3](=[O:19])[CH:4]([N:11]1[C:16](=[O:17])[CH:15]=[C:14]([I:18])[CH:13]=[N:12]1)[CH2:5][CH:6]1[CH2:10][CH2:9][CH2:8][CH2:7]1.[OH-].[Na+]. The catalyst is O1CCCC1. The product is [CH:6]1([CH2:5][CH:4]([N:11]2[C:16](=[O:17])[CH:15]=[C:14]([I:18])[CH:13]=[N:12]2)[C:3]([OH:19])=[O:2])[CH2:10][CH2:9][CH2:8][CH2:7]1. The yield is 0.850. (4) The reactants are [CH3:1][O:2][C:3]([C:5]1[N:9]=[CH:8][NH:7][N:6]=1)=[O:4].[C:10]1([C:16](Cl)([C:23]2[CH:28]=[CH:27][CH:26]=[CH:25][CH:24]=2)[C:17]2[CH:22]=[CH:21][CH:20]=[CH:19][CH:18]=2)[CH:15]=[CH:14][CH:13]=[CH:12][CH:11]=1.C(N(CC)CC)C. The catalyst is CN(C)C=O. The product is [CH3:1][O:2][C:3]([C:5]1[N:9]=[CH:8][N:7]([C:16]([C:10]2[CH:15]=[CH:14][CH:13]=[CH:12][CH:11]=2)([C:23]2[CH:24]=[CH:25][CH:26]=[CH:27][CH:28]=2)[C:17]2[CH:18]=[CH:19][CH:20]=[CH:21][CH:22]=2)[N:6]=1)=[O:4]. The yield is 0.840. (5) The reactants are C[O:2][C:3]([C:5]1[CH:10]=[CH:9][C:8]([C:11]2[CH:16]=[C:15]([O:17][CH3:18])[CH:14]=[CH:13][C:12]=2[F:19])=[C:7]([CH:20]([OH:26])[C:21]([CH3:25])([CH3:24])[CH:22]=[CH2:23])[CH:6]=1)=O.[H-].[H-].[H-].[H-].[Li+].[Al+3]. The catalyst is C1COCC1. The yield is 0.900. The product is [F:19][C:12]1[CH:13]=[CH:14][C:15]([O:17][CH3:18])=[CH:16][C:11]=1[C:8]1[CH:9]=[CH:10][C:5]([CH2:3][OH:2])=[CH:6][C:7]=1[CH:20]([OH:26])[C:21]([CH3:25])([CH3:24])[CH:22]=[CH2:23].